From a dataset of Forward reaction prediction with 1.9M reactions from USPTO patents (1976-2016). Predict the product of the given reaction. Given the reactants [N:1]([C:4]1[CH:9]=[CH:8][CH:7]=[CH:6][C:5]=1[F:10])=[N+:2]=[N-:3].Cl[CH2:12][C:13](=O)[CH2:14][C:15]([O:17][CH3:18])=[O:16].[NH:20]1[CH2:25][CH2:24][O:23][CH2:22][CH2:21]1, predict the reaction product. The product is: [F:10][C:5]1[CH:6]=[CH:7][CH:8]=[CH:9][C:4]=1[N:1]1[C:13]([CH2:12][N:20]2[CH2:25][CH2:24][O:23][CH2:22][CH2:21]2)=[C:14]([C:15]([O:17][CH3:18])=[O:16])[N:3]=[N:2]1.